From a dataset of NCI-60 drug combinations with 297,098 pairs across 59 cell lines. Regression. Given two drug SMILES strings and cell line genomic features, predict the synergy score measuring deviation from expected non-interaction effect. (1) Drug 1: C1CC(=O)NC(=O)C1N2CC3=C(C2=O)C=CC=C3N. Drug 2: COCCOC1=C(C=C2C(=C1)C(=NC=N2)NC3=CC=CC(=C3)C#C)OCCOC.Cl. Cell line: PC-3. Synergy scores: CSS=12.9, Synergy_ZIP=9.97, Synergy_Bliss=6.79, Synergy_Loewe=8.67, Synergy_HSA=8.68. (2) Drug 1: C1CC(C1)(C(=O)O)C(=O)O.[NH2-].[NH2-].[Pt+2]. Drug 2: CS(=O)(=O)OCCCCOS(=O)(=O)C. Cell line: SR. Synergy scores: CSS=65.0, Synergy_ZIP=4.93, Synergy_Bliss=2.76, Synergy_Loewe=-0.792, Synergy_HSA=1.13.